This data is from Forward reaction prediction with 1.9M reactions from USPTO patents (1976-2016). The task is: Predict the product of the given reaction. (1) Given the reactants C[Si]([N-][Si](C)(C)C)(C)C.[Na+].[NH2:11][C:12]1[N:16](C(OC(C)(C)C)=O)[N:15]=[C:14]([O:24][CH2:25][C:26]2[CH:31]=[C:30]([O:32][CH3:33])[CH:29]=[C:28]([O:34][CH3:35])[CH:27]=2)[CH:13]=1.[CH3:36][N:37]1[CH2:42][CH2:41][N:40]([C:43]2[N:44]=[CH:45][C:46]([C:49](OC)=[O:50])=[N:47][CH:48]=2)[CH2:39][CH2:38]1.[NH4+].[Cl-], predict the reaction product. The product is: [CH3:33][O:32][C:30]1[CH:31]=[C:26]([CH2:25][O:24][C:14]2[CH:13]=[C:12]([NH:11][C:49]([C:46]3[CH:45]=[N:44][C:43]([N:40]4[CH2:41][CH2:42][N:37]([CH3:36])[CH2:38][CH2:39]4)=[CH:48][N:47]=3)=[O:50])[NH:16][N:15]=2)[CH:27]=[C:28]([O:34][CH3:35])[CH:29]=1. (2) The product is: [Cl:1][C:2]1[CH:3]=[CH:4][CH:33]=[C:32]([CH2:17][CH2:18][CH3:19])[C:31]=1[CH2:35][OH:34]. Given the reactants [Cl:1][C:2]1C=CC(CCC)=C[C:3]=1[C:4](OCC)=O.[H-].[CH2:17]([Al+]CC(C)C)[CH:18](C)[CH3:19].C([O-])(O)=O.[Na+].[CH2:31]1[CH2:35][O:34][CH2:33][CH2:32]1, predict the reaction product. (3) Given the reactants C([O:3][C:4]([C:6]1([C:9]2[CH:14]=[CH:13][C:12]([C:15]3[CH:20]=[CH:19][C:18]([C:21]4[O:25][N:24]=[C:23]([CH3:26])[C:22]=4[CH2:27][OH:28])=[CH:17][CH:16]=3)=[CH:11][CH:10]=2)[CH2:8][CH2:7]1)=[O:5])C.[CH2:29](Br)[C:30]1[CH:35]=[CH:34][CH:33]=[CH:32][CH:31]=1.[H-].[Na+], predict the reaction product. The product is: [CH2:29]([O:28][CH2:27][C:22]1[C:23]([CH3:26])=[N:24][O:25][C:21]=1[C:18]1[CH:19]=[CH:20][C:15]([C:12]2[CH:13]=[CH:14][C:9]([C:6]3([C:4]([OH:3])=[O:5])[CH2:7][CH2:8]3)=[CH:10][CH:11]=2)=[CH:16][CH:17]=1)[C:30]1[CH:35]=[CH:34][CH:33]=[CH:32][CH:31]=1. (4) Given the reactants [O:1]1[CH2:3][C@@H:2]1[C:4]1[CH:11]=[CH:10][C:7]([C:8]#[N:9])=[CH:6][CH:5]=1.[NH:12]1[CH2:17][CH2:16][CH2:15][C@H:14]([C:18]([O:20][CH2:21][CH3:22])=[O:19])[CH2:13]1, predict the reaction product. The product is: [C:8]([C:7]1[CH:10]=[CH:11][C:4]([C@H:2]([OH:1])[CH2:3][N:12]2[CH2:17][CH2:16][CH2:15][C@H:14]([C:18]([O:20][CH2:21][CH3:22])=[O:19])[CH2:13]2)=[CH:5][CH:6]=1)#[N:9]. (5) Given the reactants [F:1][CH:2]([F:26])[O:3][CH2:4][C@@H:5]([O:7][C:8]1[CH:9]=[C:10]([CH:15]=[C:16]([O:18]CC2C=CC=CC=2)[CH:17]=1)[C:11]([O:13][CH3:14])=[O:12])[CH3:6], predict the reaction product. The product is: [F:1][CH:2]([F:26])[O:3][CH2:4][C@@H:5]([O:7][C:8]1[CH:9]=[C:10]([CH:15]=[C:16]([OH:18])[CH:17]=1)[C:11]([O:13][CH3:14])=[O:12])[CH3:6]. (6) Given the reactants [C:1]1([CH3:10])[CH:6]=[CH:5][C:4]([CH2:7][C:8]#[N:9])=[CH:3][CH:2]=1.[OH-].[K+].[CH3:13][C:14]([CH3:16])=O, predict the reaction product. The product is: [CH3:13][C:14]([CH3:16])=[C:7]([C:4]1[CH:5]=[CH:6][C:1]([CH3:10])=[CH:2][CH:3]=1)[C:8]#[N:9]. (7) Given the reactants FC(F)(F)C(O)=O.[CH3:8][O:9][C:10]1[CH:15]=[CH:14][C:13]([C:16]2[CH:21]=[CH:20][N:19]([C:22]3[CH:23]=[CH:24][C:25]4[C:26]5[CH2:35][N:34](C(OC(C)(C)C)=O)[CH2:33][CH2:32][C:27]=5[N:28]([CH3:31])[C:29]=4[CH:30]=3)[C:18](=[O:43])[CH:17]=2)=[C:12]([CH3:44])[CH:11]=1.C([O-])(O)=O.[Na+], predict the reaction product. The product is: [CH3:8][O:9][C:10]1[CH:15]=[CH:14][C:13]([C:16]2[CH:21]=[CH:20][N:19]([C:22]3[CH:23]=[CH:24][C:25]4[C:26]5[CH2:35][NH:34][CH2:33][CH2:32][C:27]=5[N:28]([CH3:31])[C:29]=4[CH:30]=3)[C:18](=[O:43])[CH:17]=2)=[C:12]([CH3:44])[CH:11]=1.